This data is from Reaction yield outcomes from USPTO patents with 853,638 reactions. The task is: Predict the reaction yield, written as a fraction of the theoretical maximum amount of product (1.0 means a 100% yield; for example, 0.34 means a 34% yield). (1) The reactants are [CH3:1][NH:2][C@H:3]1[CH2:8][CH2:7][C@H:6]([OH:9])[CH2:5][CH2:4]1.[C:21]([O:20][C:18](O[C:18]([O:20][C:21]([CH3:24])([CH3:23])[CH3:22])=[O:19])=[O:19])([CH3:24])([CH3:23])[CH3:22]. The catalyst is C(O)(C)C.C(Cl)Cl. The product is [C:21]([O:20][C:18](=[O:19])[N:2]([C@H:3]1[CH2:8][CH2:7][C@H:6]([OH:9])[CH2:5][CH2:4]1)[CH3:1])([CH3:22])([CH3:23])[CH3:24]. The yield is 0.980. (2) The reactants are [CH:1]([C:4]1[CH:5]=[CH:6][C:7]([O:20][CH3:21])=[C:8]([C:10]2[CH:18]=[C:17]3[C:13]([CH2:14][C:15](=[O:19])[NH:16]3)=[CH:12][CH:11]=2)[CH:9]=1)([CH3:3])[CH3:2].[N:22]1([CH2:27][CH2:28][NH:29][C:30]([C:32]2[C:36]([CH3:37])=[C:35]([CH:38]=O)[NH:34][C:33]=2[CH3:40])=[O:31])[CH2:26][CH2:25][CH2:24][CH2:23]1. No catalyst specified. The product is [N:22]1([CH2:27][CH2:28][NH:29][C:30]([C:32]2[C:36]([CH3:37])=[C:35]([CH:38]=[C:14]3[C:13]4[C:17](=[CH:18][C:10]([C:8]5[CH:9]=[C:4]([CH:1]([CH3:3])[CH3:2])[CH:5]=[CH:6][C:7]=5[O:20][CH3:21])=[CH:11][CH:12]=4)[NH:16][C:15]3=[O:19])[NH:34][C:33]=2[CH3:40])=[O:31])[CH2:26][CH2:25][CH2:24][CH2:23]1. The yield is 0.750. (3) The reactants are [CH3:1][NH:2][CH3:3].C1COCC1.[F:9][C:10]1[CH:15]=[CH:14][C:13]([C:16]2[O:17][C:18]3[CH:28]=[CH:27][C:26]([C:29]4[CH:30]=[C:31]([CH:41]=[CH:42][CH:43]=4)[C:32]([NH:34][C:35]([CH3:40])([CH3:39])[C:36](O)=[O:37])=[O:33])=[CH:25][C:19]=3[C:20]=2[C:21](=[O:24])[NH:22][CH3:23])=[CH:12][CH:11]=1.CN(C(ON1N=NC2C=CC=NC1=2)=[N+](C)C)C.F[P-](F)(F)(F)(F)F.CCN(C(C)C)C(C)C. The catalyst is CN(C=O)C. The product is [CH3:1][N:2]([CH3:3])[C:36](=[O:37])[C:35]([NH:34][C:32]([C:31]1[CH:30]=[C:29]([C:26]2[CH:27]=[CH:28][C:18]3[O:17][C:16]([C:13]4[CH:12]=[CH:11][C:10]([F:9])=[CH:15][CH:14]=4)=[C:20]([C:21]([NH:22][CH3:23])=[O:24])[C:19]=3[CH:25]=2)[CH:43]=[CH:42][CH:41]=1)=[O:33])([CH3:39])[CH3:40]. The yield is 0.710. (4) The reactants are [Br:1][C:2]1[CH:3]=[CH:4][C:5]2[N:9]=[C:8]([NH2:10])[NH:7][C:6]=2[CH:11]=1.N1C=CC=CC=1.[C:18](OC(=O)C)(=[O:20])[CH3:19]. The catalyst is C(Cl)Cl. The product is [Br:1][C:2]1[CH:3]=[CH:4][C:5]2[N:9]=[C:8]([NH:10][C:18](=[O:20])[CH3:19])[NH:7][C:6]=2[CH:11]=1. The yield is 0.280. (5) The reactants are C(N1C=CN=C1)(N1C=CN=C1)=O.[OH:13][C:14]1[CH:22]=[CH:21][C:17]([C:18]([OH:20])=O)=[CH:16][CH:15]=1.[Cl:23][C:24]1[C:29]([Cl:30])=[CH:28][CH:27]=[CH:26][C:25]=1[N:31]1[CH2:36][CH2:35][N:34]([CH2:37][CH:38]=[CH:39][CH2:40][NH2:41])[CH2:33][CH2:32]1.C(Cl)(Cl)Cl. The catalyst is N1C=CC=CC=1.CC=C(C)C. The product is [Cl:23][C:24]1[C:29]([Cl:30])=[CH:28][CH:27]=[CH:26][C:25]=1[N:31]1[CH2:32][CH2:33][N:34]([CH2:37][CH:38]=[CH:39][CH2:40][NH:41][C:18](=[O:20])[C:17]2[CH:16]=[CH:15][C:14]([OH:13])=[CH:22][CH:21]=2)[CH2:35][CH2:36]1. The yield is 0.510. (6) The reactants are [C:1]([O:5][C:6]([N:8]1[CH2:13][CH2:12][CH:11]([C:14]2[NH:15][CH:16]=[C:17]([C:19]3[CH:24]=[CH:23][C:22]([F:25])=[C:21]([Cl:26])[CH:20]=3)[N:18]=2)[CH2:10][CH2:9]1)=[O:7])([CH3:4])([CH3:3])[CH3:2].[OH-].[K+].Br[CH2:30][CH2:31][O:32][CH:33]1[CH2:38][CH2:37][CH2:36][CH2:35][O:34]1. The catalyst is CS(C)=O.CC(=O)OCC. The product is [C:1]([O:5][C:6]([N:8]1[CH2:13][CH2:12][CH:11]([C:14]2[N:15]([CH2:30][CH2:31][O:32][CH:33]3[CH2:38][CH2:37][CH2:36][CH2:35][O:34]3)[CH:16]=[C:17]([C:19]3[CH:24]=[CH:23][C:22]([F:25])=[C:21]([Cl:26])[CH:20]=3)[N:18]=2)[CH2:10][CH2:9]1)=[O:7])([CH3:4])([CH3:2])[CH3:3]. The yield is 0.970.